This data is from Full USPTO retrosynthesis dataset with 1.9M reactions from patents (1976-2016). The task is: Predict the reactants needed to synthesize the given product. (1) Given the product [Cl:21][C:22]1[CH:27]=[C:26]([C:2]2[C:10]3[C:5](=[N:6][CH:7]=[CH:8][CH:9]=3)[N:4]([S:11]([C:14]3[CH:19]=[CH:18][C:17]([CH3:20])=[CH:16][CH:15]=3)(=[O:13])=[O:12])[CH:3]=2)[CH:25]=[CH:24][N:23]=1, predict the reactants needed to synthesize it. The reactants are: Br[C:2]1[C:10]2[C:5](=[N:6][CH:7]=[CH:8][CH:9]=2)[N:4]([S:11]([C:14]2[CH:19]=[CH:18][C:17]([CH3:20])=[CH:16][CH:15]=2)(=[O:13])=[O:12])[CH:3]=1.[Cl:21][C:22]1[CH:27]=[C:26](B(O)O)[CH:25]=[CH:24][N:23]=1.C(=O)([O-])[O-].[Na+].[Na+]. (2) Given the product [ClH:1].[CH2:17]([NH:21][C:2]1[N:3]=[C:4]([NH:15][CH3:16])[C:5]2[N:11]=[C:10]([NH:21][CH2:17][CH:18]([CH3:20])[CH3:19])[N:9]=[C:8]([NH:13][CH3:14])[C:6]=2[N:7]=1)[CH:18]([CH3:20])[CH3:19], predict the reactants needed to synthesize it. The reactants are: [Cl:1][C:2]1[N:3]=[C:4]([NH:15][CH3:16])[C:5]2[N:11]=[C:10](Cl)[N:9]=[C:8]([NH:13][CH3:14])[C:6]=2[N:7]=1.[CH2:17]([NH2:21])[CH:18]([CH3:20])[CH3:19].C([O-])(O)=O.[Na+]. (3) The reactants are: [CH3:1][N:2]([CH3:22])[C:3]1[CH:4]=[C:5]2[C:9](=[CH:10][CH:11]=1)[C:8](=[C:12]1[C:20]3[C:15](=[CH:16][CH:17]=[CH:18][CH:19]=3)[NH:14][C:13]1=[O:21])[O:7][CH2:6]2.[CH2:23]=O.[NH:25]1[CH2:30][CH2:29][CH2:28][CH2:27][CH2:26]1. Given the product [CH3:1][N:2]([CH3:22])[C:3]1[CH:4]=[C:5]2[C:9](=[CH:10][CH:11]=1)[C:8](=[C:12]1[C:20]3[C:15](=[CH:16][CH:17]=[CH:18][CH:19]=3)[N:14]([CH2:23][N:25]3[CH2:30][CH2:29][CH2:28][CH2:27][CH2:26]3)[C:13]1=[O:21])[O:7][CH2:6]2, predict the reactants needed to synthesize it. (4) Given the product [F:31][C:28]1([F:30])[O:27][C:26]2[CH:32]=[CH:33][C:23]([N:10]3[CH2:11][CH2:12][C:8]4([CH2:14][CH2:15][C:5]5([O:4][CH2:3][CH2:2][O:1]5)[CH2:6][CH2:7]4)[C:9]3=[O:13])=[CH:24][C:25]=2[O:29]1, predict the reactants needed to synthesize it. The reactants are: [O:1]1[C:5]2([CH2:15][CH2:14][C:8]3([CH2:12][CH2:11][NH:10][C:9]3=[O:13])[CH2:7][CH2:6]2)[O:4][CH2:3][CH2:2]1.C(=O)([O-])[O-].[K+].[K+].Br[C:23]1[CH:33]=[CH:32][C:26]2[O:27][C:28]([F:31])([F:30])[O:29][C:25]=2[CH:24]=1. (5) The reactants are: Cl[C:2]1[N:3]=[C:4]([O:29][C@H:30]2[CH2:34][CH2:33][O:32][CH2:31]2)[C:5]2[C:10]([C:11]3[CH:20]=[CH:19][C:14]4[N:15]=[C:16]([CH3:18])[O:17][C:13]=4[CH:12]=3)=[CH:9][N:8]([CH2:21][O:22][CH2:23][CH2:24][Si:25]([CH3:28])([CH3:27])[CH3:26])[C:6]=2[N:7]=1.[NH2:35][C:36]1[CH:45]=[CH:44][C:39]([C:40]([NH:42][CH3:43])=[O:41])=[CH:38][C:37]=1[CH3:46].CC1(C)C2C(=C(P(C3C=CC=CC=3)C3C=CC=CC=3)C=CC=2)OC2C(P(C3C=CC=CC=3)C3C=CC=CC=3)=CC=CC1=2.C(=O)([O-])[O-].[Cs+].[Cs+]. Given the product [CH3:43][NH:42][C:40](=[O:41])[C:39]1[CH:44]=[CH:45][C:36]([NH:35][C:2]2[N:3]=[C:4]([O:29][C@H:30]3[CH2:34][CH2:33][O:32][CH2:31]3)[C:5]3[C:10]([C:11]4[CH:20]=[CH:19][C:14]5[N:15]=[C:16]([CH3:18])[O:17][C:13]=5[CH:12]=4)=[CH:9][N:8]([CH2:21][O:22][CH2:23][CH2:24][Si:25]([CH3:26])([CH3:27])[CH3:28])[C:6]=3[N:7]=2)=[C:37]([CH3:46])[CH:38]=1, predict the reactants needed to synthesize it. (6) Given the product [CH:21]1([N:15]2[C:4]3[N:5]=[C:6]([C:8]4[CH:13]=[CH:12][N:11]=[C:10]([CH3:14])[CH:9]=4)[N:7]=[CH:2][C:3]=3[C:17]([CH3:18])([CH3:19])[C:16]2=[O:20])[CH2:22][CH2:23]1, predict the reactants needed to synthesize it. The reactants are: Cl[C:2]1[C:3]2[C:17]([CH3:19])([CH3:18])[C:16](=[O:20])[N:15]([CH:21]3[CH2:23][CH2:22]3)[C:4]=2[N:5]=[C:6]([C:8]2[CH:13]=[CH:12][N:11]=[C:10]([CH3:14])[CH:9]=2)[N:7]=1. (7) Given the product [Cl:1][CH2:2][C:3]1[CH:8]=[C:9]([C:19]#[N:20])[C:10]([C:13]2[CH:18]=[CH:17][CH:16]=[CH:15][CH:14]=2)=[CH:11][CH:12]=1, predict the reactants needed to synthesize it. The reactants are: [Cl:1][CH:2](Cl)[CH3:3].OCC1[CH:8]=[C:9]([C:19]#[N:20])[C:10]([C:13]2[CH:18]=[CH:17][CH:16]=[CH:15][CH:14]=2)=[CH:11][CH:12]=1.S(Cl)(Cl)=O. (8) Given the product [OH:6][C:7]1[CH:8]=[C:9]([CH:22]=[CH:23][CH:24]=1)[CH2:10][C:11]1[NH:12][C:13](=[O:21])[C:14]2[C:19]([CH:20]=1)=[CH:18][CH:17]=[CH:16][CH:15]=2, predict the reactants needed to synthesize it. The reactants are: B(Br)(Br)Br.C[O:6][C:7]1[CH:8]=[C:9]([CH:22]=[CH:23][CH:24]=1)[CH2:10][C:11]1[NH:12][C:13](=[O:21])[C:14]2[C:19]([CH:20]=1)=[CH:18][CH:17]=[CH:16][CH:15]=2.[OH-].[Na+]. (9) Given the product [CH:45]1([CH:48]([C:50]2[CH:55]=[CH:54][CH:53]=[C:52]([CH2:56][O:57][CH3:58])[CH:51]=2)[NH:49][C:8]([NH:7][C:6]2[N:5]([C:17]3[CH:18]=[CH:19][CH:20]=[CH:21][CH:22]=3)[N:4]=[C:3]([C:23]3[CH:28]=[CH:27][N:26]([CH3:29])[C:25](=[O:30])[CH:24]=3)[C:2]=2[CH3:1])=[O:16])[CH2:46][CH2:47]1, predict the reactants needed to synthesize it. The reactants are: [CH3:1][C:2]1[C:3]([C:23]2[CH:28]=[CH:27][N:26]([CH3:29])[C:25](=[O:30])[CH:24]=2)=[N:4][N:5]([C:17]2[CH:22]=[CH:21][CH:20]=[CH:19][CH:18]=2)[C:6]=1[NH:7][C:8](=[O:16])OC1C=CC=CC=1.C1(C2C=CC(COC)=CC=2CN)CC1.[CH:45]1([CH:48]([C:50]2[CH:55]=[CH:54][CH:53]=[C:52]([CH2:56][O:57][CH3:58])[CH:51]=2)[NH2:49])[CH2:47][CH2:46]1. (10) Given the product [Cl:1][C:2]1[N:7]=[C:6]([C:8]([NH2:17])=[O:9])[CH:5]=[CH:4][C:3]=1[O:11][CH2:12][O:13][CH3:14], predict the reactants needed to synthesize it. The reactants are: [Cl:1][C:2]1[N:7]=[C:6]([C:8](O)=[O:9])[CH:5]=[CH:4][C:3]=1[O:11][CH2:12][O:13][CH3:14].C([N:17](CC)CC)C.COC(Cl)=O.[OH-].[NH4+].